This data is from Forward reaction prediction with 1.9M reactions from USPTO patents (1976-2016). The task is: Predict the product of the given reaction. (1) Given the reactants NC(N[C:5]([NH2:7])=[O:6])=O.C(N=C=O)CCCCCN=C=O.[C:20]([O-:33])(=[O:32])[CH2:21][CH2:22]CCCCCCCCC.C([Sn+2]CCCC)CCC.[C:43]([O-])(=[O:55])[CH2:44]CCCCCCCCCC.COC1C=CC(O)=CC=1, predict the reaction product. The product is: [C:20]([OH:33])(=[O:32])[CH:21]=[CH2:22].[NH2:7][C:5]([O:55][CH2:43][CH3:44])=[O:6]. (2) Given the reactants C([N:8]1[CH2:13][CH2:12][C:11]([N:15]2[CH2:24][CH2:23][C:18]3([O:22][CH2:21][CH2:20][O:19]3)[CH2:17][CH2:16]2)([CH3:14])[CH2:10][CH2:9]1)C1C=CC=CC=1, predict the reaction product. The product is: [CH3:14][C:11]1([N:15]2[CH2:16][CH2:17][C:18]3([O:19][CH2:20][CH2:21][O:22]3)[CH2:23][CH2:24]2)[CH2:12][CH2:13][NH:8][CH2:9][CH2:10]1. (3) Given the reactants C(=O)([O-])[O-].[Cs+].[Cs+].C1C=CC(P(C2C=CC3C(=CC=CC=3)C=2C2C3C(=CC=CC=3)C=CC=2P(C2C=CC=CC=2)C2C=CC=CC=2)C2C=CC=CC=2)=CC=1.[Cl:53][C:54]1[N:55]=[CH:56][CH:57]=[C:58]2[C:62]([CH3:63])=[C:61]([CH3:64])[N:60]([CH2:65][CH:66]([CH3:68])[CH3:67])[C:59]=12.[CH3:69][C:70]1[CH:77]=[CH:76][C:73]([CH2:74][NH2:75])=[CH:72][CH:71]=1, predict the reaction product. The product is: [ClH:53].[CH2:65]([N:60]1[C:59]2=[C:54]([NH:75][CH2:74][C:73]3[CH:76]=[CH:77][C:70]([CH3:69])=[CH:71][CH:72]=3)[N:55]=[CH:56][CH:57]=[C:58]2[C:62]([CH3:63])=[C:61]1[CH3:64])[CH:66]([CH3:68])[CH3:67]. (4) Given the reactants [N+:1]([C:4]1[CH:5]=[C:6]([CH:26]=[CH:27][CH:28]=1)[CH2:7][S:8]([NH:11][C:12]1[CH:13]=[C:14]([NH:18]C(=O)OC(C)(C)C)[CH:15]=[CH:16][CH:17]=1)(=[O:10])=[O:9])([O-:3])=[O:2].[ClH:29], predict the reaction product. The product is: [ClH:29].[NH2:18][C:14]1[CH:13]=[C:12]([NH:11][S:8]([CH2:7][C:6]2[CH:26]=[CH:27][CH:28]=[C:4]([N+:1]([O-:3])=[O:2])[CH:5]=2)(=[O:9])=[O:10])[CH:17]=[CH:16][CH:15]=1. (5) Given the reactants [C:1]1([CH:8]=[CH:7][CH:6]=[C:4]([OH:5])[CH:3]=1)[OH:2].[Br-:9].[Br-:10].[Br-].[NH+]1C=CC=CC=1.[NH+]1C=CC=CC=1.[NH+]1C=CC=CC=1, predict the reaction product. The product is: [Br:9][C:6]1[CH:7]=[C:8]([Br:10])[C:1]([OH:2])=[CH:3][C:4]=1[OH:5]. (6) Given the reactants [F:1][C:2]1[CH:7]=[CH:6][C:5]([C@@H:8]([NH2:10])[CH3:9])=[CH:4][CH:3]=1.C(N(CC)CC)C.Cl[C:19]([O:21][C:22]1[CH:27]=[CH:26][CH:25]=[CH:24][CH:23]=1)=[O:20].O, predict the reaction product. The product is: [C:22]1([O:21][C:19](=[O:20])[NH:10][C@H:8]([C:5]2[CH:6]=[CH:7][C:2]([F:1])=[CH:3][CH:4]=2)[CH3:9])[CH:27]=[CH:26][CH:25]=[CH:24][CH:23]=1. (7) Given the reactants Br[C:2]1[CH:3]=[N:4][CH:5]=[C:6]2[C:11]=1[N:10]=[C:9]([C:12]([N:14]1[CH2:17][C:16]([F:19])([CH3:18])[CH2:15]1)=[O:13])[CH:8]=[CH:7]2.[CH3:20][N:21]1[CH:25]=[C:24]([C:26]2[CH:31]=[CH:30][C:29](B3OC(C)(C)C(C)(C)O3)=[CH:28][CH:27]=2)[CH:23]=[N:22]1.[O-]P([O-])([O-])=O.[K+].[K+].[K+], predict the reaction product. The product is: [F:19][C:16]1([CH3:18])[CH2:17][N:14]([C:12]([C:9]2[CH:8]=[CH:7][C:6]3[C:11](=[C:2]([C:29]4[CH:28]=[CH:27][C:26]([C:24]5[CH:23]=[N:22][N:21]([CH3:20])[CH:25]=5)=[CH:31][CH:30]=4)[CH:3]=[N:4][CH:5]=3)[N:10]=2)=[O:13])[CH2:15]1.